From a dataset of Catalyst prediction with 721,799 reactions and 888 catalyst types from USPTO. Predict which catalyst facilitates the given reaction. Reactant: C(OC([N:8]1CCC[C@H]1C(O)=O)=O)(C)(C)C.[ClH:16].NC1C2C(=CC(CN)=CC=2)C=CN=1.C([N:33]([CH2:37][CH3:38])[CH:34]([CH3:36])[CH3:35])(C)C.F[P-](F)(F)(F)(F)F.[N:46]1(OC(N(C)C)=[N+](C)C)[C:50]2[CH:51]=[CH:52]C=[CH:54][C:49]=2N=N1. Product: [ClH:16].[NH2:8][C:37]1[C:38]2[C:54](=[CH:49][C:50]([NH2:46])=[CH:51][CH:52]=2)[CH:36]=[C:34]([CH3:35])[N:33]=1. The catalyst class is: 9.